Predict the product of the given reaction. From a dataset of Forward reaction prediction with 1.9M reactions from USPTO patents (1976-2016). (1) Given the reactants N([O-])=O.[Na+].[CH2:5]([N:11]1C[CH:15]2[CH:13]([C:14]2([C:18]2[CH:19]=[C:20](N)[CH:21]=[CH:22][CH:23]=2)[CH3:17])[CH2:12]1)[CH2:6][CH2:7][CH2:8][CH2:9][CH3:10].[I-:25].[K+].[C:27](=[O:30])([O-])O.[Na+], predict the reaction product. The product is: [CH2:5]([N:11]1[CH2:12][CH:13]2[CH:15]([C:14]2([C:18]2[CH:23]=[CH:22][CH:21]=[C:20]([I:25])[CH:19]=2)[CH3:17])[C:27]1=[O:30])[CH2:6][CH2:7][CH2:8][CH2:9][CH3:10]. (2) Given the reactants [Mg].Br[C:3]1[CH:8]=[CH:7][C:6]([C:9]([F:12])([F:11])[F:10])=[CH:5][CH:4]=1.[Br:13][C:14]1[C:15](/[CH:20]=[N:21]/[S@:22]([C:24]([CH3:27])([CH3:26])[CH3:25])=[O:23])=[N:16][CH:17]=[CH:18][CH:19]=1, predict the reaction product. The product is: [Br:13][C:14]1[C:15]([CH:20]([NH:21][S@:22]([C:24]([CH3:27])([CH3:26])[CH3:25])=[O:23])[C:3]2[CH:8]=[CH:7][C:6]([C:9]([F:12])([F:11])[F:10])=[CH:5][CH:4]=2)=[N:16][CH:17]=[CH:18][CH:19]=1. (3) Given the reactants [NH2:1][C:2]1[C:7]([C:8]2[N:37]([C:38]3[CH:43]=[CH:42][C:41]([C:44]4([NH:48][C:49](=[O:55])[O:50][C:51]([CH3:54])([CH3:53])[CH3:52])[CH2:47][CH2:46][CH2:45]4)=[CH:40][CH:39]=3)[C:11]3=[N:12][C:13]([C:16]4[CH:21]=[CH:20][CH:19]=[C:18]([N:22]5[CH2:27][CH2:26][O:25][C@@H:24]([CH2:28][O:29]CC6C=CC=CC=6)[CH2:23]5)[CH:17]=4)=[CH:14][CH:15]=[C:10]3[N:9]=2)=[CH:6][CH:5]=[CH:4][N:3]=1, predict the reaction product. The product is: [NH2:1][C:2]1[C:7]([C:8]2[N:37]([C:38]3[CH:43]=[CH:42][C:41]([C:44]4([NH:48][C:49](=[O:55])[O:50][C:51]([CH3:53])([CH3:52])[CH3:54])[CH2:45][CH2:46][CH2:47]4)=[CH:40][CH:39]=3)[C:11]3=[N:12][C:13]([C:16]4[CH:21]=[CH:20][CH:19]=[C:18]([N:22]5[CH2:27][CH2:26][O:25][C@@H:24]([CH2:28][OH:29])[CH2:23]5)[CH:17]=4)=[CH:14][CH:15]=[C:10]3[N:9]=2)=[CH:6][CH:5]=[CH:4][N:3]=1. (4) Given the reactants [CH3:1][O:2][C:3]1[CH:4]=[C:5]([CH:16]=[CH:17][CH:18]=1)[O:6][CH2:7][CH2:8][CH2:9][CH2:10][CH2:11][CH2:12][CH2:13][CH2:14][NH2:15].Cl[C:20]1[C:29]2[C:24](=[CH:25][CH:26]=[CH:27][CH:28]=2)[N:23]=[CH:22][CH:21]=1.C(OCCCOCCCCCCCCNC1C2C(=CC=CC=2)N=CC=1)C, predict the reaction product. The product is: [CH3:1][O:2][C:3]1[CH:4]=[C:5]([CH:16]=[CH:17][CH:18]=1)[O:6][CH2:7][CH2:8][CH2:9][CH2:10][CH2:11][CH2:12][CH2:13][CH2:14][NH:15][C:20]1[C:29]2[C:24](=[CH:25][CH:26]=[CH:27][CH:28]=2)[N:23]=[CH:22][CH:21]=1. (5) Given the reactants [CH2:1]([O:3][C:4](=[O:30])[NH:5][C:6]1[CH:15]=[CH:14][C:13]2[CH:12]([NH:16][C:17]3[CH:22]=[CH:21][C:20]([C:23]([F:26])([F:25])[F:24])=[CH:19][CH:18]=3)[CH2:11][CH2:10][CH2:9][C:8]=2[C:7]=1[N+:27]([O-])=O)[CH3:2].C(OC(=O)NC1C([N+]([O-])=O)=CC2C(NC3C=CC(C(F)(F)F)=CC=3)CCCC=2C=1)C, predict the reaction product. The product is: [CH2:1]([O:3][C:4](=[O:30])[NH:5][C:6]1[CH:15]=[CH:14][C:13]2[CH:12]([NH:16][C:17]3[CH:22]=[CH:21][C:20]([C:23]([F:24])([F:25])[F:26])=[CH:19][CH:18]=3)[CH2:11][CH2:10][CH2:9][C:8]=2[C:7]=1[NH2:27])[CH3:2]. (6) Given the reactants [Li]CCCC.I[C:7]1[CH:12]=[CH:11][C:10]([CH2:13][CH2:14][CH2:15][CH2:16][CH2:17][CH2:18][CH2:19][CH3:20])=[CH:9][CH:8]=1.C(O[B:25]1[O:29][C:28]([CH3:31])([CH3:30])[C:27]([CH3:33])([CH3:32])[O:26]1)(C)C, predict the reaction product. The product is: [CH3:32][C:27]1([CH3:33])[C:28]([CH3:31])([CH3:30])[O:29][B:25]([C:7]2[CH:12]=[CH:11][C:10]([CH2:13][CH2:14][CH2:15][CH2:16][CH2:17][CH2:18][CH2:19][CH3:20])=[CH:9][CH:8]=2)[O:26]1. (7) Given the reactants COC(=O)[C:4]([C:10]#[N:11])=[CH:5][CH2:6][CH:7]([CH3:9])[CH3:8].[C-:13]#[N:14].[Na+], predict the reaction product. The product is: [CH2:6]([CH:5]([CH2:4][C:10]#[N:11])[C:13]#[N:14])[CH:7]([CH3:8])[CH3:9].